Dataset: Full USPTO retrosynthesis dataset with 1.9M reactions from patents (1976-2016). Task: Predict the reactants needed to synthesize the given product. Given the product [O:1]1[C:5]2[CH:6]=[CH:7][CH:8]=[CH:9][C:4]=2[CH:3]=[C:2]1[C:10]1[C:19]([N:20]([CH:22]([CH3:24])[CH3:23])[CH3:21])=[N:18][C:17]2[C:12](=[CH:13][CH:14]=[C:15]([C:25]([OH:27])=[O:26])[CH:16]=2)[N:11]=1, predict the reactants needed to synthesize it. The reactants are: [O:1]1[C:5]2[CH:6]=[CH:7][CH:8]=[CH:9][C:4]=2[CH:3]=[C:2]1[C:10]1[C:19]([N:20]([CH:22]([CH3:24])[CH3:23])[CH3:21])=[N:18][C:17]2[C:12](=[CH:13][CH:14]=[C:15]([C:25]([O:27]C)=[O:26])[CH:16]=2)[N:11]=1.[OH-].[Na+].O.